From a dataset of TCR-epitope binding with 47,182 pairs between 192 epitopes and 23,139 TCRs. Binary Classification. Given a T-cell receptor sequence (or CDR3 region) and an epitope sequence, predict whether binding occurs between them. (1) The epitope is PKYVKQNTLKLAT. Result: 1 (the TCR binds to the epitope). The TCR CDR3 sequence is CASSRQTGGTAEAFF. (2) The epitope is KPLEFGATSAAL. The TCR CDR3 sequence is CASSALTGLGGYTF. Result: 0 (the TCR does not bind to the epitope). (3) The epitope is GPGHKARVL. The TCR CDR3 sequence is CASSEGQGNGELFF. Result: 0 (the TCR does not bind to the epitope). (4) The epitope is KLVALGINAV. The TCR CDR3 sequence is CSVPEGRGAFF. Result: 0 (the TCR does not bind to the epitope). (5) The epitope is KLSYGIATV. The TCR CDR3 sequence is CASSQDFLAGEQYF. Result: 1 (the TCR binds to the epitope). (6) The epitope is EPLPQGQLTAY. The TCR CDR3 sequence is CASSLEFSAGVQDTQYF. Result: 0 (the TCR does not bind to the epitope). (7) The epitope is VLWAHGFEL. The TCR CDR3 sequence is CASSLRDSSYEQYF. Result: 1 (the TCR binds to the epitope). (8) The epitope is KAYNVTQAF. The TCR CDR3 sequence is CASSLIGVSSYNEQFF. Result: 0 (the TCR does not bind to the epitope). (9) The epitope is TLIGDCATV. The TCR CDR3 sequence is CASSFLALGEQYF. Result: 1 (the TCR binds to the epitope). (10) The epitope is RQLLFVVEV. The TCR CDR3 sequence is CASSDPGDSLNGYTF. Result: 0 (the TCR does not bind to the epitope).